From a dataset of Reaction yield outcomes from USPTO patents with 853,638 reactions. Predict the reaction yield, written as a fraction of the theoretical maximum amount of product (1.0 means a 100% yield; for example, 0.34 means a 34% yield). The reactants are [C:1]([C:5]1[CH:9]=[C:8]([NH2:10])[N:7]([C:11]2[CH:16]=[CH:15][C:14]([CH3:17])=[CH:13][CH:12]=2)[N:6]=1)([CH3:4])([CH3:3])[CH3:2].C1N=CN([C:23](N2C=NC=C2)=[O:24])C=1.[NH2:30][C:31]1[C:40]2[C:35](=[CH:36][CH:37]=[CH:38][CH:39]=2)[C:34]([O:41][CH2:42][C:43]2[CH:48]=[CH:47][N:46]=[C:45]([NH2:49])[N:44]=2)=[CH:33][CH:32]=1. The product is [NH2:49][C:45]1[N:44]=[C:43]([CH2:42][O:41][C:34]2[C:35]3[C:40](=[CH:39][CH:38]=[CH:37][CH:36]=3)[C:31]([NH:30][C:23]([NH:10][C:8]3[N:7]([C:11]4[CH:12]=[CH:13][C:14]([CH3:17])=[CH:15][CH:16]=4)[N:6]=[C:5]([C:1]([CH3:4])([CH3:3])[CH3:2])[CH:9]=3)=[O:24])=[CH:32][CH:33]=2)[CH:48]=[CH:47][N:46]=1. The yield is 0.380. The catalyst is C(Cl)Cl.